This data is from Reaction yield outcomes from USPTO patents with 853,638 reactions. The task is: Predict the reaction yield, written as a fraction of the theoretical maximum amount of product (1.0 means a 100% yield; for example, 0.34 means a 34% yield). (1) The product is [F:1][C:2]1[CH:17]=[CH:16][C:5]([O:6][CH2:7][C:8]2[CH:9]=[CH:10][C:11]([CH2:14][CH2:21][N+:18]([O-:20])=[O:19])=[CH:12][N:13]=2)=[CH:4][CH:3]=1. The catalyst is O.C(O)(=O)C.CS(C)=O.C(OCC)(=O)C. The yield is 0.0838. The reactants are [F:1][C:2]1[CH:17]=[CH:16][C:5]([O:6][CH2:7][C:8]2[N:13]=[CH:12][C:11]([CH:14]=O)=[CH:10][CH:9]=2)=[CH:4][CH:3]=1.[N+:18]([CH3:21])([O-:20])=[O:19].C([O-])(=O)C.[NH4+].[BH4-].[Na+]. (2) The reactants are [F:1][C:2]1[CH:26]=[CH:25][C:5]([C:6]([N:8]([C:17]2[CH:22]=[CH:21][C:20]([O:23]C)=[CH:19][CH:18]=2)[C:9]2[CH:14]=[CH:13][C:12]([O:15]C)=[CH:11][CH:10]=2)=[O:7])=[C:4]([C:27]([F:30])([F:29])[F:28])[CH:3]=1.B(Br)(Br)Br.O.CCOC(C)=O. The yield is 0.925. The product is [F:1][C:2]1[CH:26]=[CH:25][C:5]([C:6]([N:8]([C:17]2[CH:22]=[CH:21][C:20]([OH:23])=[CH:19][CH:18]=2)[C:9]2[CH:14]=[CH:13][C:12]([OH:15])=[CH:11][CH:10]=2)=[O:7])=[C:4]([C:27]([F:28])([F:29])[F:30])[CH:3]=1. The catalyst is C(Cl)Cl. (3) The product is [CH:1]([NH:11][C:6]1[C:5]([CH2:12][CH3:13])=[CH:4][C:3]([CH2:1][CH3:2])=[C:8]([NH:9][CH:5]([CH2:6][CH3:7])[CH3:12])[C:7]=1[CH3:10])([CH2:3][CH3:4])[CH3:2]. The catalyst is [Pt].C(C(C)=O)C. The yield is 0.965. The reactants are [CH2:1]([C:3]1[C:8]([NH2:9])=[C:7]([CH3:10])[C:6]([NH2:11])=[C:5]([CH2:12][CH3:13])[CH:4]=1)[CH3:2]. (4) The reactants are [Li+].CC([N-]C(C)C)C.[Cl:9][C:10]1[N:15]=[C:14]([Cl:16])[CH:13]=[C:12]([CH3:17])[N:11]=1.[CH3:18][C:19]([CH3:23])=[CH:20][CH2:21]Br.O. The catalyst is C1COCC1.C(OCC)(=O)C. The product is [Cl:9][C:10]1[N:15]=[C:14]([Cl:16])[CH:13]=[C:12]([CH2:17][CH2:21][CH:20]=[C:19]([CH3:23])[CH3:18])[N:11]=1. The yield is 0.740.